From a dataset of Forward reaction prediction with 1.9M reactions from USPTO patents (1976-2016). Predict the product of the given reaction. (1) Given the reactants [CH2:1]([O:3][C:4]([C:6]1[CH:10]=[C:9]([NH2:11])[N:8]([C:12]2[CH:17]=[CH:16][CH:15]=[CH:14][CH:13]=2)[N:7]=1)=[O:5])[CH3:2].C(N1CCOCC1)C.[CH3:26][C:27]([CH3:32])([CH3:31])[C:28](Cl)=[O:29], predict the reaction product. The product is: [CH2:1]([O:3][C:4]([C:6]1[CH:10]=[C:9]([NH:11][C:28](=[O:29])[C:27]([CH3:32])([CH3:31])[CH3:26])[N:8]([C:12]2[CH:17]=[CH:16][CH:15]=[CH:14][CH:13]=2)[N:7]=1)=[O:5])[CH3:2]. (2) Given the reactants C1(N2CC[C:7]3([CH2:14][CH2:13][N:12](C4N=CC(C5C=CN=CC=5)=CC=4)[CH2:11][CH2:10]3)C2)CCC1.Br[C:28]1[CH:29]=[CH:30][C:31]([N:34]2[CH2:38][CH2:37][C:36]3([CH2:43][CH2:42][N:41]([CH:44]4[CH2:47][CH2:46][CH2:45]4)[CH2:40][CH2:39]3)[CH2:35]2)=[N:32][CH:33]=1.N1C=CC=C(B(O)O)C=1, predict the reaction product. The product is: [CH:44]1([N:41]2[CH2:42][CH2:43][C:36]3([CH2:35][N:34]([C:31]4[N:32]=[CH:33][C:28]([C:10]5[CH:11]=[N:12][CH:13]=[CH:14][CH:7]=5)=[CH:29][CH:30]=4)[CH2:38][CH2:37]3)[CH2:39][CH2:40]2)[CH2:47][CH2:46][CH2:45]1. (3) The product is: [CH3:9][C:4]1[C:3]([CH2:2][N:27]2[CH2:26][CH2:25][N:24]([C:20]3[N:21]=[C:22]([NH2:23])[N:17]4[N:16]=[C:15]([C:11]5[O:10][CH:14]=[CH:13][CH:12]=5)[CH:30]=[C:18]4[N:19]=3)[CH2:29][CH2:28]2)=[C:7]([CH3:8])[O:6][N:5]=1. Given the reactants Cl[CH2:2][C:3]1[C:4]([CH3:9])=[N:5][O:6][C:7]=1[CH3:8].[O:10]1[CH:14]=[CH:13][CH:12]=[C:11]1[C:15]1[CH:30]=[C:18]2[N:19]=[C:20]([N:24]3[CH2:29][CH2:28][NH:27][CH2:26][CH2:25]3)[N:21]=[C:22]([NH2:23])[N:17]2[N:16]=1.CCN(CC)CC, predict the reaction product.